The task is: Predict the reactants needed to synthesize the given product.. This data is from Full USPTO retrosynthesis dataset with 1.9M reactions from patents (1976-2016). (1) Given the product [NH2:1][C:2]1[CH:11]=[C:10]([Cl:12])[C:9]([C:16]2[CH:17]=[CH:18][CH:19]=[CH:20][C:15]=2[Cl:14])=[CH:8][C:3]=1[C:4]([O:6][CH3:7])=[O:5], predict the reactants needed to synthesize it. The reactants are: [NH2:1][C:2]1[CH:11]=[C:10]([Cl:12])[C:9](Br)=[CH:8][C:3]=1[C:4]([O:6][CH3:7])=[O:5].[Cl:14][C:15]1[CH:20]=[CH:19][CH:18]=[CH:17][C:16]=1B(O)O.C([O-])([O-])=O.[Na+].[Na+]. (2) Given the product [ClH:1].[ClH:1].[CH3:32][N:33]1[CH2:38][CH2:37][N:36]([CH2:39][CH:40]([C:54]2([OH:60])[CH2:55][CH2:56][CH2:57][CH2:58][CH2:59]2)[C:41]2[CH:42]=[CH:43][C:44]([O:47][C:48]3[CH:49]=[CH:50][CH:51]=[CH:52][CH:53]=3)=[CH:45][CH:46]=2)[CH2:35][CH2:34]1, predict the reactants needed to synthesize it. The reactants are: [ClH:1].Cl.CN1CCN(CC(C2(O)CCCCC2)C2C=CC=C(OC3C=CC=CC=3)C=2)CC1.[CH3:32][N:33]1[CH2:38][CH2:37][N:36]([C:39](=O)[CH:40]([C:54]2([OH:60])[CH2:59][CH2:58][CH2:57][CH2:56][CH2:55]2)[C:41]2[CH:46]=[CH:45][C:44]([O:47][C:48]3[CH:53]=[CH:52][CH:51]=[CH:50][CH:49]=3)=[CH:43][CH:42]=2)[CH2:35][CH2:34]1. (3) Given the product [F:34][C:35]1[CH:42]=[CH:41][CH:40]=[CH:39][C:36]=1[CH2:37][N:27]1[CH2:28][CH2:29][CH:24]([N:11]2[CH:10]=[N:9][C:8]3[C:12]2=[N:13][C:14]([C:16]2[CH:17]=[C:18]([CH2:22][OH:23])[CH:19]=[CH:20][CH:21]=2)=[N:15][C:7]=3[N:1]2[CH2:6][CH2:5][O:4][CH2:3][CH2:2]2)[CH2:25][CH2:26]1, predict the reactants needed to synthesize it. The reactants are: [N:1]1([C:7]2[N:15]=[C:14]([C:16]3[CH:17]=[C:18]([CH2:22][OH:23])[CH:19]=[CH:20][CH:21]=3)[N:13]=[C:12]3[C:8]=2[N:9]=[CH:10][N:11]3[CH:24]2[CH2:29][CH2:28][NH:27][CH2:26][CH2:25]2)[CH2:6][CH2:5][O:4][CH2:3][CH2:2]1.[BH3-]C#N.[Na+].[F:34][C:35]1[CH:42]=[CH:41][CH:40]=[CH:39][C:36]=1[CH:37]=O. (4) Given the product [O:25]=[S:26]1(=[O:36])[CH2:31][CH2:30][N:29]([CH2:7][CH2:2][CH2:1][O:8][C:9]2[CH:10]=[CH:11][C:12]3[C:13]4[N:14]([CH2:22][CH2:23][N:24]=4)[C:15]([NH2:21])=[N:16][C:17]=3[C:18]=2[O:19][CH3:20])[CH2:28][CH2:27]1, predict the reactants needed to synthesize it. The reactants are: [CH2:1]([O:8][C:9]1[CH:10]=[CH:11][C:12]2[C:13]3[N:14]([CH2:22][CH2:23][N:24]=3)[C:15]([NH2:21])=[N:16][C:17]=2[C:18]=1[O:19][CH3:20])[C:2]1[CH:7]=CC=CC=1.[O:25]=[S:26]1(=[O:36])[CH2:31][CH2:30][N:29](CCCO)[CH2:28][CH2:27]1. (5) Given the product [CH3:40][O:41][CH2:42][C:43]([NH:1][C:2]1[CH:7]=[CH:6][CH:5]=[C:4]([C:8]2[S:9][C:10]3[N:11]=[CH:12][N:13]=[C:14]([NH:17][C:18]4[CH:23]=[CH:22][C:21]([O:24][C:25]5[CH:26]=[N:27][C:28]([CH3:31])=[CH:29][CH:30]=5)=[C:20]([CH3:32])[CH:19]=4)[C:15]=3[N:16]=2)[CH:3]=1)=[O:44], predict the reactants needed to synthesize it. The reactants are: [NH2:1][C:2]1[CH:3]=[C:4]([C:8]2[S:9][C:10]3[N:11]=[CH:12][N:13]=[C:14]([NH:17][C:18]4[CH:23]=[CH:22][C:21]([O:24][C:25]5[CH:26]=[N:27][C:28]([CH3:31])=[CH:29][CH:30]=5)=[C:20]([CH3:32])[CH:19]=4)[C:15]=3[N:16]=2)[CH:5]=[CH:6][CH:7]=1.C(N(CC)CC)C.[CH3:40][O:41][CH2:42][C:43](Cl)=[O:44].C(=O)([O-])O.[Na+]. (6) Given the product [F:1][C:2]1[CH:3]=[C:4]([N:10]([CH2:11][CH2:12][C:13]2[CH:18]=[CH:17][C:16]([C:19]([F:20])([F:21])[F:22])=[CH:15][CH:14]=2)[C:32](=[O:33])[CH2:31][C:26]2[CH:27]=[CH:28][CH:29]=[CH:30][C:25]=2[O:24][CH3:23])[CH:5]=[CH:6][C:7]=1[O:8][CH3:9], predict the reactants needed to synthesize it. The reactants are: [F:1][C:2]1[CH:3]=[C:4]([NH:10][CH2:11][CH2:12][C:13]2[CH:18]=[CH:17][C:16]([C:19]([F:22])([F:21])[F:20])=[CH:15][CH:14]=2)[CH:5]=[CH:6][C:7]=1[O:8][CH3:9].[CH3:23][O:24][C:25]1[CH:30]=[CH:29][CH:28]=[CH:27][C:26]=1[CH2:31][C:32](O)=[O:33]. (7) Given the product [CH2:30]([NH:37][C:38]([NH:29][CH:17]1[CH2:18][CH:19]([C:21]2[CH:22]=[CH:23][C:24]([CH2:27][CH3:28])=[CH:25][CH:26]=2)[CH2:20][N:15]([C:13]([CH:8]2[CH2:9][CH2:10][CH2:11][CH2:12]2)=[O:14])[CH2:16]1)=[O:39])[C:31]1[CH:36]=[CH:35][CH:34]=[CH:33][CH:32]=1, predict the reactants needed to synthesize it. The reactants are: FC(F)(F)C(O)=O.[CH:8]1([C:13]([N:15]2[CH2:20][CH:19]([C:21]3[CH:26]=[CH:25][C:24]([CH2:27][CH3:28])=[CH:23][CH:22]=3)[CH2:18][CH:17]([NH2:29])[CH2:16]2)=[O:14])[CH2:12][CH2:11][CH2:10][CH2:9]1.[CH2:30]([N:37]=[C:38]=[O:39])[C:31]1[CH:36]=[CH:35][CH:34]=[CH:33][CH:32]=1. (8) Given the product [CH3:4][C:2]1[C:14]([NH2:16])=[N:13][C:11](=[O:12])[NH:10][CH:1]=1, predict the reactants needed to synthesize it. The reactants are: [C@@H:1]1([N:10]2C=[N:16][C:14](N)=[N:13][C:11]2=[O:12])O[C@H](CO)[C@@H:4](O)[C@H:2]1O.C([O-])(=O)CCC.[Na+]. (9) Given the product [O:20]=[C:9]([NH:8][C:5]1[CH:4]=[CH:3][C:2]([C:29]2[CH:30]=[C:31]3[CH:37]=[CH:36][NH:35][C:32]3=[N:33][CH:34]=2)=[CH:7][N:6]=1)[CH2:10][CH2:11][NH:12][C:13](=[O:19])[O:14][C:15]([CH3:18])([CH3:17])[CH3:16], predict the reactants needed to synthesize it. The reactants are: I[C:2]1[CH:3]=[CH:4][C:5]([NH:8][C:9](=[O:20])[CH2:10][CH2:11][NH:12][C:13](=[O:19])[O:14][C:15]([CH3:18])([CH3:17])[CH3:16])=[N:6][CH:7]=1.CC1(C)C(C)(C)OB([C:29]2[CH:30]=[C:31]3[CH:37]=[CH:36][NH:35][C:32]3=[N:33][CH:34]=2)O1.C([O-])([O-])=O.[K+].[K+]. (10) Given the product [CH3:17][C:18]1([CH3:26])[C:20]([CH3:22])([CH3:21])[CH:19]1[C:23]([N:12]1[CH2:11][CH2:10][N:9]([C:4]2[C:3]([C:2]([F:1])([F:15])[F:16])=[CH:8][CH:7]=[CH:6][N:5]=2)[CH2:14][CH2:13]1)=[O:24], predict the reactants needed to synthesize it. The reactants are: [F:1][C:2]([F:16])([F:15])[C:3]1[C:4]([N:9]2[CH2:14][CH2:13][NH:12][CH2:11][CH2:10]2)=[N:5][CH:6]=[CH:7][CH:8]=1.[CH3:17][C:18]1([CH3:26])[C:20]([CH3:22])([CH3:21])[CH:19]1[C:23](O)=[O:24].F[P-](F)(F)(F)(F)F.N1(O[P+](N(C)C)(N(C)C)N(C)C)C2C=CC=CC=2N=N1.